This data is from Full USPTO retrosynthesis dataset with 1.9M reactions from patents (1976-2016). The task is: Predict the reactants needed to synthesize the given product. (1) Given the product [CH3:12][C:13](=[CH:14][CH3:15])[CH:10]([C:3]1[C:4]([CH3:8])([CH3:9])[CH2:5][CH2:6][CH2:7][C:2]=1[CH3:1])[OH:11], predict the reactants needed to synthesize it. The reactants are: [CH3:1][C:2]1[CH2:7][CH2:6][CH2:5][C:4]([CH3:9])([CH3:8])[C:3]=1[CH:10]=[O:11].[CH3:12][C:13]([Mg]Br)=[CH:14][CH3:15]. (2) Given the product [Cl:1][C:2]1[C:3]([O:12][C:13]2[CH:18]=[C:17]([O:19][CH2:20][C:21](=[O:23])[CH3:22])[CH:16]=[CH:15][C:14]=2/[CH:24]=[CH:25]/[C:26]([OH:28])=[O:27])=[N:4][CH:5]=[C:6]([C:8]([F:9])([F:11])[F:10])[CH:7]=1, predict the reactants needed to synthesize it. The reactants are: [Cl:1][C:2]1[C:3]([O:12][C:13]2[CH:18]=[C:17]([O:19][CH2:20][C:21](=[O:23])[CH3:22])[CH:16]=[CH:15][C:14]=2/[CH:24]=[CH:25]/[C:26]([O:28]CC)=[O:27])=[N:4][CH:5]=[C:6]([C:8]([F:11])([F:10])[F:9])[CH:7]=1.O1CCCC1.[OH-].[Na+].Cl. (3) Given the product [Br:1][C:2]1[CH:7]=[CH:6][C:5]([O:8][C:16]2[CH:17]=[C:12]([CH3:11])[CH:13]=[CH:14][CH:15]=2)=[C:4]([O:9][CH3:10])[CH:3]=1, predict the reactants needed to synthesize it. The reactants are: [Br:1][C:2]1[CH:7]=[CH:6][C:5]([OH:8])=[C:4]([O:9][CH3:10])[CH:3]=1.[CH3:11][C:12]1[CH:13]=[C:14](B(O)O)[CH:15]=[CH:16][CH:17]=1. (4) Given the product [CH3:37][C:35]1[NH:36][C:23]2[CH2:22][CH2:21][C:20]3[N:19]=[C:18]([C:15]4[CH:14]=[CH:13][C:12]([C:8]5([NH2:7])[CH2:11][CH2:10][CH2:9]5)=[CH:17][CH:16]=4)[C:27]([C:28]4[CH:29]=[CH:30][CH:31]=[CH:32][CH:33]=4)=[CH:26][C:25]=3[C:24]=2[N:34]=1, predict the reactants needed to synthesize it. The reactants are: C(OC(=O)[NH:7][C:8]1([C:12]2[CH:17]=[CH:16][C:15]([C:18]3[C:27]([C:28]4[CH:33]=[CH:32][CH:31]=[CH:30][CH:29]=4)=[CH:26][C:25]4[C:24]5[N:34]=[C:35]([CH3:37])[NH:36][C:23]=5[CH2:22][CH2:21][C:20]=4[N:19]=3)=[CH:14][CH:13]=2)[CH2:11][CH2:10][CH2:9]1)(C)(C)C. (5) Given the product [Br:3][C:4]1[CH:14]=[CH:13][CH:12]=[CH:11][C:5]=1[CH2:6][NH:7][CH2:8][CH:10]1[CH2:9][CH2:16]1, predict the reactants needed to synthesize it. The reactants are: [H-].[Na+].[Br:3][C:4]1[CH:14]=[CH:13][CH:12]=[CH:11][C:5]=1[CH2:6][NH:7][CH:8]1[CH2:10][CH2:9]1.I[CH3:16].Cl. (6) Given the product [CH3:3][O:4][C:5](=[O:25])[C@H:6]([CH2:15][C:16]1[CH:17]=[C:18]([CH3:24])[C:19]([O:23][CH2:27][C:28]2[C:36]3[O:35][C:34]([C:37]4[CH:42]=[CH:41][CH:40]=[CH:39][CH:38]=4)=[N:33][C:32]=3[CH:31]=[CH:30][CH:29]=2)=[C:20]([CH3:22])[CH:21]=1)[NH:7][C:8]([O:10][C:11]([CH3:14])([CH3:13])[CH3:12])=[O:9], predict the reactants needed to synthesize it. The reactants are: [H-].[Na+].[CH3:3][O:4][C:5](=[O:25])[C@H:6]([CH2:15][C:16]1[CH:21]=[C:20]([CH3:22])[C:19]([OH:23])=[C:18]([CH3:24])[CH:17]=1)[NH:7][C:8]([O:10][C:11]([CH3:14])([CH3:13])[CH3:12])=[O:9].Cl[CH2:27][C:28]1[C:36]2[O:35][C:34]([C:37]3[CH:42]=[CH:41][CH:40]=[CH:39][CH:38]=3)=[N:33][C:32]=2[CH:31]=[CH:30][CH:29]=1.C(OCC)(=O)C.